From a dataset of Full USPTO retrosynthesis dataset with 1.9M reactions from patents (1976-2016). Predict the reactants needed to synthesize the given product. (1) Given the product [Cl:1][C:2]1[C:3]([NH:22][C:23](=[O:31])[CH2:24][CH:25]2[CH2:30][CH2:29][CH2:28][CH2:27][CH2:26]2)=[C:4]2[C:9](=[CH:10][CH:11]=1)[N:8]=[C:7]([N:12]1[CH2:16][CH2:15][C@@H:14]([NH:33][CH3:32])[CH2:13]1)[CH:6]=[CH:5]2, predict the reactants needed to synthesize it. The reactants are: [Cl:1][C:2]1[C:3]([NH:22][C:23](=[O:31])[CH2:24][CH:25]2[CH2:30][CH2:29][CH2:28][CH2:27][CH2:26]2)=[C:4]2[C:9](=[CH:10][CH:11]=1)[N:8]=[C:7]([N:12]1[CH2:16][CH2:15][C@H:14](OS(C)(=O)=O)[CH2:13]1)[CH:6]=[CH:5]2.[CH3:32][NH2:33]. (2) Given the product [Cl:1][C:2]1[C:7]2=[N:8][CH:9]=[C:10]([O:12][CH2:13][C:14]3[O:36][C:35]([CH3:37])=[CH:16][N:15]=3)[N:11]=[C:6]2[CH:5]=[CH:4][N:3]=1, predict the reactants needed to synthesize it. The reactants are: [Cl:1][C:2]1[C:7]2=[N:8][CH:9]=[C:10]([O:12][CH2:13][C:14]3[N:15]=[CH:16]OC=3)[N:11]=[C:6]2[CH:5]=[CH:4][N:3]=1.ClC1N=C2C=CN=C(Cl)C2=NC=1.CC1[O:36][C:35]([CH2:37]O)=NC=1. (3) Given the product [CH:4]1[C:5]2[C:10](=[CH:9][CH:8]=[CH:7][CH:6]=2)[C:11]([C:14]#[N:15])=[CH:2][N:3]=1, predict the reactants needed to synthesize it. The reactants are: Br[C:2]1[N:3]=[CH:4][C:5]2[C:10]([CH:11]=1)=[CH:9][CH:8]=[CH:7][CH:6]=2.N#N.[CH3:14][N:15](C=O)C. (4) Given the product [CH3:39][O:38][C:36](=[O:37])[CH2:35][C:34]([NH:33][C:29]1[CH:28]=[C:27]([S:26][CH:10]([C:11]2[CH:16]=[CH:15][C:14]([CH2:17][CH2:18][CH2:19][CH2:20][CH2:21][CH2:22][CH2:23][CH2:24][CH3:25])=[CH:13][CH:12]=2)[C:2](=[O:1])[CH2:3][CH2:4][CH2:5][C:6]([O:8][CH3:9])=[O:7])[CH:32]=[CH:31][CH:30]=1)=[O:40], predict the reactants needed to synthesize it. The reactants are: [OH:1][C@H:2]([C@H:10]([S:26][C:27]1[CH:32]=[CH:31][CH:30]=[C:29]([NH:33][C:34](=[O:40])[CH2:35][C:36]([O:38][CH3:39])=[O:37])[CH:28]=1)[C:11]1[CH:16]=[CH:15][C:14]([CH2:17][CH2:18][CH2:19][CH2:20][CH2:21][CH2:22][CH2:23][CH2:24][CH3:25])=[CH:13][CH:12]=1)[CH2:3][CH2:4][CH2:5][C:6]([O:8][CH3:9])=[O:7].C([O-])(=O)C.[Na+].[Cr](Cl)([O-])(=O)=O.[NH+]1C=CC=CC=1. (5) Given the product [CH3:7][C:5]1[S:6][C:2]([C:15]#[C:14][Si:11]([CH3:13])([CH3:12])[CH3:10])=[C:3]([C:8]#[N:9])[N:4]=1, predict the reactants needed to synthesize it. The reactants are: Br[C:2]1[S:6][C:5]([CH3:7])=[N:4][C:3]=1[C:8]#[N:9].[CH3:10][Si:11]([C:14]#[CH:15])([CH3:13])[CH3:12].C1(P(C2C=CC=CC=2)C2C=CC=CC=2)C=CC=CC=1.